From a dataset of Catalyst prediction with 721,799 reactions and 888 catalyst types from USPTO. Predict which catalyst facilitates the given reaction. (1) Reactant: C(C1C=CC(OCC(O)=O)=CC=1)CC.[CH2:15]([C:21]1[CH:35]=[CH:34][C:24]([O:25][CH2:26][C:27]([O:29]C(C)(C)C)=[O:28])=[CH:23][CH:22]=1)[CH2:16][CH2:17][CH2:18][CH2:19][CH3:20]. Product: [CH2:15]([C:21]1[CH:22]=[CH:23][C:24]([O:25][CH2:26][C:27]([OH:29])=[O:28])=[CH:34][CH:35]=1)[CH2:16][CH2:17][CH2:18][CH2:19][CH3:20]. The catalyst class is: 281. (2) Reactant: Br[C:2]1[S:6][C:5]2=[N:7][CH:8]=[C:9]([I:10])[N:4]2[N:3]=1.[CH2:11]([N:13]1[CH:17]=[C:16](B(O)O)[CH:15]=[N:14]1)[CH3:12].C([O-])([O-])=O.[Na+].[Na+]. Product: [CH2:11]([N:13]1[CH:17]=[C:16]([C:2]2[S:6][C:5]3=[N:7][CH:8]=[C:9]([I:10])[N:4]3[N:3]=2)[CH:15]=[N:14]1)[CH3:12]. The catalyst class is: 184. (3) Reactant: [CH3:1][O:2][C:3](=[O:12])[C:4]1[CH:9]=[CH:8][CH:7]=[C:6]([OH:10])[C:5]=1[OH:11].C(=O)([O-])[O-].[Cs+].[Cs+].Br[CH2:20][CH2:21]Br. Product: [CH3:1][O:2][C:3]([C:4]1[C:5]2[O:11][CH2:21][CH2:20][O:10][C:6]=2[CH:7]=[CH:8][CH:9]=1)=[O:12]. The catalyst class is: 39. (4) Reactant: [Cl:1][C:2]1[C:7]([CH3:8])=[C:6]([N+:9]([O-])=O)[C:5]([C:12]2[CH:17]=[CH:16][CH:15]=[C:14]([F:18])[CH:13]=2)=[C:4]([C:19](=[O:21])[CH3:20])[CH:3]=1.[H][H]. Product: [NH2:9][C:6]1[C:5]([C:12]2[CH:17]=[CH:16][CH:15]=[C:14]([F:18])[CH:13]=2)=[C:4]([C:19](=[O:21])[CH3:20])[CH:3]=[C:2]([Cl:1])[C:7]=1[CH3:8]. The catalyst class is: 465. (5) Reactant: [CH2:1]([N:8]([CH2:25][C:26]1[CH:31]=[CH:30][CH:29]=[CH:28][CH:27]=1)[C@H:9]1[CH2:14][CH2:13][C@H:12]([NH:15][C:16](=[O:24])[C:17]([OH:23])([CH3:22])[C:18]([F:21])([F:20])[F:19])[CH2:11][CH2:10]1)[C:2]1[CH:7]=[CH:6][CH:5]=[CH:4][CH:3]=1. Product: [CH2:25]([N:8]([CH2:1][C:2]1[CH:3]=[CH:4][CH:5]=[CH:6][CH:7]=1)[C@H:9]1[CH2:14][CH2:13][C@H:12]([NH:15][CH2:16][C:17]([CH3:22])([OH:23])[C:18]([F:21])([F:20])[F:19])[CH2:11][CH2:10]1)[C:26]1[CH:27]=[CH:28][CH:29]=[CH:30][CH:31]=1.[CH2:25]([N:8]([CH2:1][C:2]1[CH:7]=[CH:6][CH:5]=[CH:4][CH:3]=1)[C@H:9]1[CH2:14][CH2:13][C@H:12]([NH:15][C:16](=[O:24])[C:17]([OH:23])([CH3:22])[C:18]([F:21])([F:20])[F:19])[CH2:11][CH2:10]1)[C:26]1[CH:27]=[CH:28][CH:29]=[CH:30][CH:31]=1. The catalyst class is: 1. (6) Reactant: [F:1][C:2]([F:15])([F:14])[C:3]1[NH:13][C:6]2=[N:7][CH:8]=[C:9]([CH2:11][NH2:12])[CH:10]=[C:5]2[CH:4]=1.Cl[C:17]1[N:22]=[CH:21][N:20]=[C:19]([C:23]#[N:24])[CH:18]=1.CCN(C(C)C)C(C)C. Product: [F:15][C:2]([F:1])([F:14])[C:3]1[NH:13][C:6]2=[N:7][CH:8]=[C:9]([CH2:11][NH:12][C:17]3[N:22]=[CH:21][N:20]=[C:19]([C:23]#[N:24])[CH:18]=3)[CH:10]=[C:5]2[CH:4]=1. The catalyst class is: 435. (7) Reactant: [OH:1][C:2]1[CH:3]=[C:4]([S:8]([C:11]2[CH:28]=[CH:27][C:14]3[CH2:15][CH2:16][N:17]([C:20]([O:22][C:23]([CH3:26])([CH3:25])[CH3:24])=[O:21])[CH2:18][CH2:19][C:13]=3[CH:12]=2)(=[O:10])=[O:9])[CH:5]=[CH:6][CH:7]=1.[H-].[Na+].[CH2:31](Br)[C:32]1[CH:37]=[CH:36][CH:35]=[CH:34][CH:33]=1. Product: [CH2:31]([O:1][C:2]1[CH:3]=[C:4]([S:8]([C:11]2[CH:28]=[CH:27][C:14]3[CH2:15][CH2:16][N:17]([C:20]([O:22][C:23]([CH3:24])([CH3:25])[CH3:26])=[O:21])[CH2:18][CH2:19][C:13]=3[CH:12]=2)(=[O:9])=[O:10])[CH:5]=[CH:6][CH:7]=1)[C:32]1[CH:37]=[CH:36][CH:35]=[CH:34][CH:33]=1. The catalyst class is: 9.